From a dataset of Peptide-MHC class II binding affinity with 134,281 pairs from IEDB. Regression. Given a peptide amino acid sequence and an MHC pseudo amino acid sequence, predict their binding affinity value. This is MHC class II binding data. The peptide sequence is IIQGLKLMNSPEFHL. The MHC is DRB1_0401 with pseudo-sequence DRB1_0401. The binding affinity (normalized) is 0.449.